Regression. Given a peptide amino acid sequence and an MHC pseudo amino acid sequence, predict their binding affinity value. This is MHC class II binding data. From a dataset of Peptide-MHC class II binding affinity with 134,281 pairs from IEDB. (1) The peptide sequence is NMNIKLKMPLYVAGH. The MHC is HLA-DQA10102-DQB10502 with pseudo-sequence HLA-DQA10102-DQB10502. The binding affinity (normalized) is 0.0809. (2) The peptide sequence is TMTRPILRLLVLAVL. The MHC is DRB1_1101 with pseudo-sequence DRB1_1101. The binding affinity (normalized) is 0.818. (3) The peptide sequence is VDLAKSLRIAAKIYS. The MHC is HLA-DQA10101-DQB10501 with pseudo-sequence HLA-DQA10101-DQB10501. The binding affinity (normalized) is 0.0231. (4) The peptide sequence is QDHQEEICEVVLAKS. The MHC is DRB1_1201 with pseudo-sequence DRB1_1201. The binding affinity (normalized) is 0.148. (5) The peptide sequence is TRGAVLTYNGKRLEP. The MHC is DRB4_0101 with pseudo-sequence DRB4_0103. The binding affinity (normalized) is 0.136. (6) The peptide sequence is LSEMKEAFHGLDVKF. The MHC is HLA-DQA10102-DQB10501 with pseudo-sequence HLA-DQA10102-DQB10501. The binding affinity (normalized) is 0.397. (7) The peptide sequence is SARLRLLRDRLVEGV. The MHC is HLA-DQA10501-DQB10201 with pseudo-sequence HLA-DQA10501-DQB10201. The binding affinity (normalized) is 0.238.